From a dataset of Peptide-MHC class II binding affinity with 134,281 pairs from IEDB. Regression. Given a peptide amino acid sequence and an MHC pseudo amino acid sequence, predict their binding affinity value. This is MHC class II binding data. (1) The peptide sequence is DPYILLVSSKVSTVK. The MHC is DRB1_0405 with pseudo-sequence DRB1_0405. The binding affinity (normalized) is 0.412. (2) The peptide sequence is FINSLLKSLLLLNTR. The MHC is H-2-IAb with pseudo-sequence H-2-IAb. The binding affinity (normalized) is 0.0960. (3) The peptide sequence is TVTVFKIPKKASEGA. The MHC is DRB1_0301 with pseudo-sequence DRB1_0301. The binding affinity (normalized) is 0.216. (4) The peptide sequence is GPKPLFRRMSSLVGPTQSFF. The MHC is DRB1_0406 with pseudo-sequence DRB1_0403. The binding affinity (normalized) is 0.254. (5) The peptide sequence is IFSQNMNIKLQMPLY. The MHC is DRB3_0202 with pseudo-sequence DRB3_0202. The binding affinity (normalized) is 0.900. (6) The peptide sequence is VVITENCGTRGPSLR. The MHC is DRB1_1501 with pseudo-sequence DRB1_1501. The binding affinity (normalized) is 0.0888. (7) The peptide sequence is ADTISSYFVGKMY. The MHC is DRB5_0101 with pseudo-sequence DRB5_0101. The binding affinity (normalized) is 0. (8) The peptide sequence is EKKYFAATQFEMLAA. The MHC is DRB1_0701 with pseudo-sequence DRB1_0701. The binding affinity (normalized) is 0.714. (9) The peptide sequence is PWQSGSGGVWREMHH. The MHC is HLA-DQA10103-DQB10603 with pseudo-sequence HLA-DQA10103-DQB10603. The binding affinity (normalized) is 0. (10) The peptide sequence is ISQKGIIFILLMLVT. The MHC is DRB1_1501 with pseudo-sequence DRB1_1501. The binding affinity (normalized) is 0.378.